This data is from Choline transporter screen with 302,306 compounds. The task is: Binary Classification. Given a drug SMILES string, predict its activity (active/inactive) in a high-throughput screening assay against a specified biological target. (1) The compound is Fc1ccc(Cn2nnnc2C(N2CCN(CC2)C)CCC)cc1. The result is 0 (inactive). (2) The compound is s1c(NC(=O)C(OC(=O)C)c2ccccc2)nc(c1C(OCC)=O)C. The result is 0 (inactive). (3) The drug is Clc1ccc(S(=O)(=O)c2nc(sc2N2CCC(CC2)C(=O)N)S(=O)(=O)CC)cc1. The result is 0 (inactive). (4) The result is 0 (inactive). The molecule is N(c1nc(cc(n1)C)C)c1nc([nH]n1)C. (5) The molecule is S(=O)(=O)(N(CC(=O)Nc1c(C(=O)N2CCCC2)cccc1)c1c(OCC)cccc1)C. The result is 0 (inactive). (6) The drug is o1c2c(cc(c1=O)C(Oc1cccnc1)=O)cccc2. The result is 0 (inactive).